Binary Classification. Given a drug SMILES string, predict its activity (active/inactive) in a high-throughput screening assay against a specified biological target. From a dataset of Orexin1 receptor HTS with 218,158 compounds and 233 confirmed actives. The molecule is O(C1CCCCC1=O)C(=O)CNC(=O)c1ccc(OC)cc1. The result is 0 (inactive).